From a dataset of NCI-60 drug combinations with 297,098 pairs across 59 cell lines. Regression. Given two drug SMILES strings and cell line genomic features, predict the synergy score measuring deviation from expected non-interaction effect. (1) Drug 1: CC12CCC3C(C1CCC2=O)CC(=C)C4=CC(=O)C=CC34C. Drug 2: CN(C(=O)NC(C=O)C(C(C(CO)O)O)O)N=O. Cell line: MDA-MB-231. Synergy scores: CSS=49.2, Synergy_ZIP=-1.84, Synergy_Bliss=1.91, Synergy_Loewe=2.63, Synergy_HSA=2.83. (2) Drug 1: C1=NC2=C(N1)C(=S)N=C(N2)N. Drug 2: C(CC(=O)O)C(=O)CN.Cl. Cell line: K-562. Synergy scores: CSS=35.6, Synergy_ZIP=-2.20, Synergy_Bliss=-5.80, Synergy_Loewe=-39.5, Synergy_HSA=-4.91. (3) Drug 1: CC=C1C(=O)NC(C(=O)OC2CC(=O)NC(C(=O)NC(CSSCCC=C2)C(=O)N1)C(C)C)C(C)C. Drug 2: CC1CCC2CC(C(=CC=CC=CC(CC(C(=O)C(C(C(=CC(C(=O)CC(OC(=O)C3CCCCN3C(=O)C(=O)C1(O2)O)C(C)CC4CCC(C(C4)OC)OCCO)C)C)O)OC)C)C)C)OC. Cell line: HCT-15. Synergy scores: CSS=2.07, Synergy_ZIP=1.07, Synergy_Bliss=2.21, Synergy_Loewe=0.738, Synergy_HSA=-0.177.